From a dataset of Forward reaction prediction with 1.9M reactions from USPTO patents (1976-2016). Predict the product of the given reaction. (1) Given the reactants [CH3:1][CH:2]([CH3:23])[CH2:3][NH:4][C:5]1[C:13]2[N:12]=[CH:11][N:10]([C:14]3[CH:22]=[CH:21][C:17]([C:18]([OH:20])=O)=[CH:16][CH:15]=3)[C:9]=2[CH:8]=[CH:7][CH:6]=1.CN(C(ON1N=NC2[CH:35]=[CH:36][CH:37]=[N:38]C1=2)=[N+](C)C)C.F[P-](F)(F)(F)(F)F.CCN(C(C)C)C(C)C.C1(N)CC1, predict the reaction product. The product is: [CH:37]1([NH:38][C:18](=[O:20])[C:17]2[CH:16]=[CH:15][C:14]([N:10]3[C:9]4[CH:8]=[CH:7][CH:6]=[C:5]([NH:4][CH2:3][CH:2]([CH3:23])[CH3:1])[C:13]=4[N:12]=[CH:11]3)=[CH:22][CH:21]=2)[CH2:35][CH2:36]1. (2) Given the reactants [Cl:1][C:2]1[CH:10]=[C:6]([C:7]([OH:9])=[O:8])[C:5]([NH2:11])=[CH:4][CH:3]=1.[CH3:12]OS(OC)(=O)=O.C([O-])([O-])=O.[K+].[K+], predict the reaction product. The product is: [Cl:1][C:2]1[CH:10]=[C:6]([C:7]([O:9][CH3:12])=[O:8])[C:5]([NH2:11])=[CH:4][CH:3]=1. (3) Given the reactants [CH3:1][C:2]1[CH:9]=[CH:8][C:5]([C:6]#[N:7])=[C:4]([C:10]([F:13])([F:12])[F:11])[CH:3]=1.[Br:14]N1C(=O)CCC1=O.N(C(C)(C)C#N)=NC(C)(C)C#N, predict the reaction product. The product is: [Br:14][CH2:1][C:2]1[CH:9]=[CH:8][C:5]([C:6]#[N:7])=[C:4]([C:10]([F:11])([F:12])[F:13])[CH:3]=1. (4) Given the reactants [CH3:1][C:2]1[CH:11]=[CH:10][C:9]([N+:12]([O-])=O)=[C:8]2[C:3]=1[CH:4]=[CH:5][CH:6]=[N:7]2.[Sn](Cl)Cl, predict the reaction product. The product is: [CH3:1][C:2]1[CH:11]=[CH:10][C:9]([NH2:12])=[C:8]2[C:3]=1[CH:4]=[CH:5][CH:6]=[N:7]2. (5) Given the reactants CCN(C(C)C)C(C)C.Cl.Cl.C1(S([N:21]2[C:25]3[N:26]=[CH:27][N:28]=[C:29]([N:30]4[CH2:35][CH2:34][NH:33][CH2:32][CH2:31]4)[C:24]=3[C:23]([CH3:36])=[CH:22]2)(=O)=O)C=CC=CC=1.[C:37]([O:41][C:42]([NH:44][CH2:45][C@H:46]([CH2:50][C:51]1[CH:56]=[CH:55][C:54]([Cl:57])=[CH:53][CH:52]=1)[C:47](O)=[O:48])=[O:43])([CH3:40])([CH3:39])[CH3:38].CN(C(ON1N=NC2C=CC=CC1=2)=[N+](C)C)C.F[P-](F)(F)(F)(F)F.[Li+].[OH-], predict the reaction product. The product is: [C:37]([O:41][C:42](=[O:43])[NH:44][CH2:45][C@H:46]([CH2:50][C:51]1[CH:52]=[CH:53][C:54]([Cl:57])=[CH:55][CH:56]=1)[C:47]([N:33]1[CH2:32][CH2:31][N:30]([C:29]2[C:24]3[C:23]([CH3:36])=[CH:22][NH:21][C:25]=3[N:26]=[CH:27][N:28]=2)[CH2:35][CH2:34]1)=[O:48])([CH3:40])([CH3:38])[CH3:39]. (6) The product is: [C:13]1([NH:12][C:5]2[N:6]=[CH:7][CH:8]=[CH:9][C:4]=2[C:3]([O:2][CH3:1])=[O:11])[CH:18]=[CH:17][CH:16]=[CH:15][CH:14]=1. Given the reactants [CH3:1][O:2][C:3](=[O:11])[C:4]1[CH:9]=[CH:8][CH:7]=[N:6][C:5]=1F.[NH2:12][C:13]1[CH:18]=[CH:17][CH:16]=[CH:15][CH:14]=1, predict the reaction product.